This data is from Tox21: 12 toxicity assays (nuclear receptors and stress response pathways). The task is: Binary classification across 12 toxicity assays. (1) The molecule is O=C([O-])c1c(Cl)c(Cl)c(Cl)c(Cl)c1-c1c2cc(I)c(=O)c(I)c-2oc2c(I)c([O-])c(I)cc12. It tested positive (active) for: NR-AR (Androgen Receptor agonist activity), and NR-AhR (Aryl hydrocarbon Receptor agonist activity). (2) The drug is CC(C)(C)C1=CC(=O)C=C(C(C)(C)C)C1=O. It tested positive (active) for: SR-MMP (Mitochondrial Membrane Potential disruption).